This data is from Reaction yield outcomes from USPTO patents with 853,638 reactions. The task is: Predict the reaction yield, written as a fraction of the theoretical maximum amount of product (1.0 means a 100% yield; for example, 0.34 means a 34% yield). (1) The reactants are [F:1][C:2]([F:29])([F:28])[C:3]1[CH:4]=[C:5]([CH:21]=[C:22]([C:24]([F:27])([F:26])[F:25])[CH:23]=1)[CH2:6][N:7]1[CH2:14][CH2:13][CH2:12][O:11][C:10]2[N:15]=[CH:16][CH:17]=[C:18](I)[C:9]=2[C:8]1=[O:20].[Cl:30][C:31]1[CH:36]=[CH:35][CH:34]=[CH:33][C:32]=1B(O)O. No catalyst specified. The product is [F:1][C:2]([F:29])([F:28])[C:3]1[CH:4]=[C:5]([CH:21]=[C:22]([C:24]([F:27])([F:26])[F:25])[CH:23]=1)[CH2:6][N:7]1[CH2:14][CH2:13][CH2:12][O:11][C:10]2[N:15]=[CH:16][CH:17]=[C:18]([C:32]3[CH:33]=[CH:34][CH:35]=[CH:36][C:31]=3[Cl:30])[C:9]=2[C:8]1=[O:20]. The yield is 0.870. (2) The reactants are [CH3:1][O:2][CH:3]1[CH2:22][C:6]2[NH:7][C:8]([C:10]3[C:11]([CH3:21])=[CH:12][C:13]([CH3:20])=[C:14]([CH:19]=3)[C:15]([O:17]C)=[O:16])=[N:9][C:5]=2[CH2:4]1.[OH-].[Na+]. The catalyst is CO.O. The product is [CH3:1][O:2][CH:3]1[CH2:4][C:5]2[NH:9][C:8]([C:10]3[C:11]([CH3:21])=[CH:12][C:13]([CH3:20])=[C:14]([CH:19]=3)[C:15]([OH:17])=[O:16])=[N:7][C:6]=2[CH2:22]1. The yield is 0.840. (3) The product is [Br:11][C:12]1[C:17](=[O:18])[CH2:16][CH2:15][CH2:14][C:13]=1[CH2:5][CH2:6][CH2:7][CH2:8][O:9][CH3:10]. The reactants are [Mg].II.Cl[CH2:5][CH2:6][CH2:7][CH2:8][O:9][CH3:10].[Br:11][C:12]1[C:13](=O)[CH2:14][CH2:15][CH2:16][C:17]=1[O:18]CC. The yield is 0.920. The catalyst is C1COCC1.C(Br)Br. (4) The reactants are [CH2:1]([C:5]1[N:6]=[C:7]([CH3:27])[NH:8][C:9](=[O:26])[C:10]=1[CH2:11][C:12]1[CH:17]=[CH:16][C:15]([C:18]2[C:19]([C:24]#[N:25])=[CH:20][CH:21]=[CH:22][CH:23]=2)=[CH:14][CH:13]=1)[CH2:2][CH2:3][CH3:4].N(C(N1CCCCC1)=O)=NC(N1CCCCC1)=O.C(P(CCCC)CCCC)CCC.[S:59]1[C:63]2[CH:64]=[CH:65][CH:66]=[CH:67][C:62]=2[N:61]=[C:60]1[CH2:68]O. The catalyst is C(OCC)(=O)C.O1CCCC1. The product is [S:59]1[C:63]2[CH:64]=[CH:65][CH:66]=[CH:67][C:62]=2[N:61]=[C:60]1[CH2:68][N:8]1[C:9](=[O:26])[C:10]([CH2:11][C:12]2[CH:17]=[CH:16][C:15]([C:18]3[C:19]([C:24]#[N:25])=[CH:20][CH:21]=[CH:22][CH:23]=3)=[CH:14][CH:13]=2)=[C:5]([CH2:1][CH2:2][CH2:3][CH3:4])[N:6]=[C:7]1[CH3:27]. The yield is 0.450. (5) The reactants are [NH2:1][C@@H:2]([C:6]([OH:8])=[O:7])[C@H:3]([CH3:5])[OH:4].C([O-])(O)=O.[Na+].[C:14](=O)([O-:35])[O:15][C:16]1C(C)=C(C2C=CC(C3CCCCC3)=CC=2)C=CN=1.[CH:37]1([O:43][C:44]2[CH:49]=[CH:48][C:47](C3C=CN(C([O-])=O)C(=O)C=3C)=[CH:46][CH:45]=2)[CH2:42][CH2:41][CH2:40][CH2:39][CH2:38]1. The catalyst is O.C1COCC1. The product is [CH:37]1([O:43][C:44]2[CH:49]=[CH:48][C:47]([N:1]([C:14]([O:15][CH3:16])=[O:35])[C@H:2]([C@@H:3]([OH:4])[CH3:5])[C:6]([OH:8])=[O:7])=[CH:46][CH:45]=2)[CH2:42][CH2:41][CH2:40][CH2:39][CH2:38]1. The yield is 0.910. (6) The reactants are [Cl:1][C:2]1[C:3]([O:12][C:13]2[CH:18]=[C:17]([O:19][CH2:20][CH2:21][O:22][CH3:23])[CH:16]=[CH:15][C:14]=2/[CH:24]=[CH:25]/[C:26]([O:28]CC)=[O:27])=[N:4][CH:5]=[C:6]([C:8]([F:11])([F:10])[F:9])[CH:7]=1.[OH-].[Na+].Cl. The catalyst is O1CCCC1.C(O)C.C1(C)C=CC=CC=1. The product is [Cl:1][C:2]1[C:3]([O:12][C:13]2[CH:18]=[C:17]([O:19][CH2:20][CH2:21][O:22][CH3:23])[CH:16]=[CH:15][C:14]=2/[CH:24]=[CH:25]/[C:26]([OH:28])=[O:27])=[N:4][CH:5]=[C:6]([C:8]([F:9])([F:11])[F:10])[CH:7]=1. The yield is 0.790. (7) The product is [Br:1][C:2]1[CH:11]=[CH:10][C:9]2[C:4](=[CH:5][CH:6]=[C:7]([CH3:22])[CH:8]=2)[CH:3]=1. The yield is 0.470. The reactants are [Br:1][C:2]1[CH:3]=[C:4]2[C:9](=[CH:10][CH:11]=1)[CH:8]=[C:7](OS(C(F)(F)F)(=O)=O)[CH:6]=[CH:5]2.[Br-].[Li+].[CH3:22][Mg]Br. The catalyst is O1CCCC1.